Dataset: Forward reaction prediction with 1.9M reactions from USPTO patents (1976-2016). Task: Predict the product of the given reaction. (1) Given the reactants [N:1]1[CH:6]=[CH:5][CH:4]=[C:3]([Li])[CH:2]=1.[Li]CCCC.Br[C:14]1[CH:15]=[N:16][CH:17]=[CH:18][CH:19]=1.S1C2C=CC=CC=2[N:22]=[C:21]1[C:29](=[C:32]([S:35][CH3:36])SC)[C:30]#[N:31].[NH4+:37].[Cl-], predict the reaction product. The product is: [S:35]1[C:36]2[CH:2]=[CH:3][CH:4]=[CH:5][C:6]=2[N:1]=[C:32]1[C:29]1[C:30]([NH2:31])=[N:37][NH:22][C:21]=1[C:14]1[CH:15]=[N:16][CH:17]=[CH:18][CH:19]=1. (2) The product is: [C:3]([C:2]([NH:1][C:25](=[S:26])[C:24]1[CH:23]=[CH:22][C:21]([C:20]([F:19])([F:30])[F:31])=[CH:29][CH:28]=1)([CH3:18])[CH2:5][N:6]1[CH:14]=[C:13]2[C:8]([CH:9]=[CH:10][C:11]([N+:15]([O-:17])=[O:16])=[CH:12]2)=[N:7]1)#[N:4]. Given the reactants [NH2:1][C:2]([CH3:18])([CH2:5][N:6]1[CH:14]=[C:13]2[C:8]([CH:9]=[CH:10][C:11]([N+:15]([O-:17])=[O:16])=[CH:12]2)=[N:7]1)[C:3]#[N:4].[F:19][C:20]([F:31])([F:30])[C:21]1[CH:29]=[CH:28][C:24]([C:25](Cl)=[S:26])=[CH:23][CH:22]=1, predict the reaction product.